This data is from Peptide-MHC class I binding affinity with 185,985 pairs from IEDB/IMGT. The task is: Regression. Given a peptide amino acid sequence and an MHC pseudo amino acid sequence, predict their binding affinity value. This is MHC class I binding data. (1) The peptide sequence is VINAPIKEFK. The MHC is Patr-A0101 with pseudo-sequence Patr-A0101. The binding affinity (normalized) is 0.0576. (2) The peptide sequence is RGETYGRL. The MHC is Mamu-B08 with pseudo-sequence Mamu-B08. The binding affinity (normalized) is 0.199. (3) The peptide sequence is VLSYKVDYL. The binding affinity (normalized) is 0.350. The MHC is HLA-A02:01 with pseudo-sequence HLA-A02:01. (4) The peptide sequence is YVMCTGSFKL. The MHC is HLA-A02:06 with pseudo-sequence HLA-A02:06. The binding affinity (normalized) is 0.729. (5) The peptide sequence is PMQQLTQPL. The MHC is HLA-B35:01 with pseudo-sequence HLA-B35:01. The binding affinity (normalized) is 0.0847. (6) The peptide sequence is RSKIEVGIRH. The MHC is HLA-A03:01 with pseudo-sequence HLA-A03:01. The binding affinity (normalized) is 0.119. (7) The peptide sequence is TSSFREKSR. The MHC is HLA-A68:01 with pseudo-sequence HLA-A68:01. The binding affinity (normalized) is 0.549. (8) The peptide sequence is LSSKGLACY. The MHC is HLA-A68:01 with pseudo-sequence HLA-A68:01. The binding affinity (normalized) is 0.166. (9) The peptide sequence is CHIRQIINTW. The MHC is Mamu-B52 with pseudo-sequence Mamu-B52. The binding affinity (normalized) is 0.308. (10) The peptide sequence is DASTVASAQI. The MHC is HLA-A02:01 with pseudo-sequence HLA-A02:01. The binding affinity (normalized) is 0.0221.